This data is from Full USPTO retrosynthesis dataset with 1.9M reactions from patents (1976-2016). The task is: Predict the reactants needed to synthesize the given product. (1) Given the product [CH2:1]([O:3][C:4]([C:6]1[CH:7]=[N:8][N:9]([C:12]2[CH:17]=[C:16]([CH3:18])[C:15]([I:24])=[CH:14][N:13]=2)[C:10]=1[CH3:11])=[O:5])[CH3:2], predict the reactants needed to synthesize it. The reactants are: [CH2:1]([O:3][C:4]([C:6]1[CH:7]=[N:8][N:9]([C:12]2[CH:17]=[C:16]([CH3:18])[C:15](N)=[CH:14][N:13]=2)[C:10]=1[CH3:11])=[O:5])[CH3:2].N([O-])=O.[Na+].[I-:24].[K+].C(=O)([O-])[O-].[Na+].[Na+]. (2) Given the product [Cl:43][C:38]1[CH:37]=[C:36]([C:35]2[N:31]([C:26]3[CH:25]=[CH:24][C:29]([F:30])=[CH:28][CH:27]=3)[N:32]=[C:33]([C:44]([N:46]3[CH2:50][C:49](=[O:51])[NH:48][CH2:47]3)=[O:45])[CH:34]=2)[CH:41]=[CH:40][CH:39]=1, predict the reactants needed to synthesize it. The reactants are: ClC1C=C(C2N(C3C=CC(F)=CC=3)N=C(C(O)=O)C=2)C=CC=1.Cl[C:24]1[CH:25]=[C:26]([N:31]2[C:35]([C:36]3[CH:41]=[C:40](F)[CH:39]=[C:38]([Cl:43])[CH:37]=3)=[CH:34][C:33]([C:44]([N:46]3[CH2:50][C:49](=[O:51])[NH:48][CH2:47]3)=[O:45])=[N:32]2)[CH:27]=[CH:28][C:29]=1[F:30]. (3) Given the product [F:21][C:22]1[CH:37]=[CH:36][C:25]([O:26][C:5]2[CH:6]=[C:1]([C:7]3[NH:8][C:9]4[CH:10]=[CH:11][CH:12]=[C:13]5[C:19](=[O:20])[NH:18][CH2:17][CH2:16][C:15]=3[C:14]=45)[CH:2]=[CH:3][CH:4]=2)=[CH:24][CH:23]=1, predict the reactants needed to synthesize it. The reactants are: [C:1]1([C:7]2[NH:8][C:9]3[CH:10]=[CH:11][CH:12]=[C:13]4[C:19](=[O:20])[NH:18][CH2:17][CH2:16][C:15]=2[C:14]=34)[CH:6]=[CH:5][CH:4]=[CH:3][CH:2]=1.[F:21][C:22]1[CH:37]=[CH:36][C:25]([O:26]C2C=C(B(O)O)C=CC=2)=[CH:24][CH:23]=1. (4) Given the product [CH3:12][C:10]([C:7]1[CH:6]=[CH:5][C:4]([OH:3])=[CH:9][CH:8]=1)([C:13]1[CH:18]=[CH:17][C:16]([OH:19])=[CH:15][CH:14]=1)[CH3:11], predict the reactants needed to synthesize it. The reactants are: [Na].[Na].[OH:3][C:4]1[CH:9]=[CH:8][C:7]([C:10]([C:13]2[CH:18]=[CH:17][C:16]([OH:19])=[CH:15][CH:14]=2)([CH3:12])[CH3:11])=[CH:6][CH:5]=1.[Na].[Na].C1(O)C=CC(C2C=CC(O)=CC=2)=CC=1.ClC1C(Cl)=C2C(=O)NC(=O)C2=CC=1. (5) The reactants are: [CH3:1][O:2][C:3]1[CH:4]=[CH:5][C:6]2[N:10]=[C:9]([S@:11]([CH2:13][C:14]3[C:19]([CH3:20])=[C:18]([O:21][CH3:22])[C:17]([CH3:23])=[CH:16][N:15]=3)=[O:12])[NH:8][C:7]=2[CH:24]=1.[OH-].[NH4+]. Given the product [CH3:1][O:2][C:3]1[CH:4]=[CH:5][C:6]2[N:10]=[C:9]([S:11]([CH2:13][C:14]3[C:19]([CH3:20])=[C:18]([O:21][CH3:22])[C:17]([CH3:23])=[CH:16][N:15]=3)=[O:12])[NH:8][C:7]=2[CH:24]=1, predict the reactants needed to synthesize it. (6) The reactants are: CCN=C=NCCCN(C)C.[OH:12][CH2:13][C:14]1[N:18]2[C:19](=[O:35])[N:20]([CH:22]3[CH2:27][CH2:26][N:25]([C:28]([O:30][C:31]([CH3:34])([CH3:33])[CH3:32])=[O:29])[CH2:24][CH2:23]3)[CH2:21][C:17]2=[CH:16][N:15]=1.[C:36]([NH:39][CH2:40][CH2:41][CH2:42][C:43](O)=[O:44])(=[O:38])[CH3:37].CN(C1C=CC=CN=1)C. Given the product [C:36]([NH:39][CH2:40][CH2:41][CH2:42][C:43]([O:12][CH2:13][C:14]1[N:18]2[C:19](=[O:35])[N:20]([CH:22]3[CH2:23][CH2:24][N:25]([C:28]([O:30][C:31]([CH3:32])([CH3:34])[CH3:33])=[O:29])[CH2:26][CH2:27]3)[CH2:21][C:17]2=[CH:16][N:15]=1)=[O:44])(=[O:38])[CH3:37], predict the reactants needed to synthesize it.